From a dataset of Peptide-MHC class II binding affinity with 134,281 pairs from IEDB. Regression. Given a peptide amino acid sequence and an MHC pseudo amino acid sequence, predict their binding affinity value. This is MHC class II binding data. The peptide sequence is EEDKENALSLLDKIYT. The MHC is HLA-DPA10201-DPB11401 with pseudo-sequence HLA-DPA10201-DPB11401. The binding affinity (normalized) is 0.264.